Dataset: Full USPTO retrosynthesis dataset with 1.9M reactions from patents (1976-2016). Task: Predict the reactants needed to synthesize the given product. Given the product [Br:1][C:2]1[CH:9]=[CH:6][C:5]([O:45][CH2:44][C:37]2[CH:36]=[CH:35][C:46]([Cl:48])=[CH:33][CH:38]=2)=[C:4]([CH2:39][Br:43])[CH:3]=1, predict the reactants needed to synthesize it. The reactants are: [Br:1][C:2]1[CH:3]=[CH:4][C:5](CC2C=CC(Cl)=CC=2)=[C:6]([CH:9]=1)C=O.[BH4-].[Na+].[CH:37]1[CH:38]=[CH:33]C(P([C:33]2[CH:38]=[CH:37][CH:36]=[CH:35]C=2)[C:37]2[CH:38]=[CH:33]C=[CH:35][CH:36]=2)=[CH:35][CH:36]=1.[C:39]([Br:43])(Br)(Br)Br.[CH3:44][OH:45].[CH2:46]([Cl:48])Cl.